Dataset: Reaction yield outcomes from USPTO patents with 853,638 reactions. Task: Predict the reaction yield, written as a fraction of the theoretical maximum amount of product (1.0 means a 100% yield; for example, 0.34 means a 34% yield). The reactants are [CH3:1][NH:2][CH2:3][C:4]1[N:5]([CH3:13])[C:6]2[C:11]([CH:12]=1)=[CH:10][CH:9]=[CH:8][CH:7]=2.CNCC1C=CC2C(=CC=CC=2)C=1CCC.[ClH:30].[O:31]=[C:32]1[C@@H:41]2[N:37]([CH2:38][CH2:39][CH2:40]2)[CH2:36][C:35]2[CH:42]=[C:43](/[CH:46]=[CH:47]/[C:48](O)=[O:49])[CH:44]=[N:45][C:34]=2[NH:33]1.Cl.CN1CC2C=C(/C=C/C(O)=O)C=NC=2NC(=O)C1. The catalyst is CO. The product is [ClH:30].[CH3:1][N:2]([CH2:3][C:4]1[N:5]([CH3:13])[C:6]2[C:11]([CH:12]=1)=[CH:10][CH:9]=[CH:8][CH:7]=2)[C:48](=[O:49])/[CH:47]=[CH:46]/[C:43]1[CH:44]=[N:45][C:34]2[NH:33][C:32](=[O:31])[C@@H:41]3[N:37]([CH2:38][CH2:39][CH2:40]3)[CH2:36][C:35]=2[CH:42]=1. The yield is 0.350.